This data is from Reaction yield outcomes from USPTO patents with 853,638 reactions. The task is: Predict the reaction yield, written as a fraction of the theoretical maximum amount of product (1.0 means a 100% yield; for example, 0.34 means a 34% yield). (1) The reactants are [CH3:1][O:2][C:3]1[CH:12]=[C:11]2[C:6]([C:7]([O:13][C:14]3[CH:15]=[C:16]4[C:21](=[CH:22][CH:23]=3)[C:20]([C:24](O)=[O:25])=[CH:19][CH:18]=[CH:17]4)=[CH:8][CH:9]=[N:10]2)=[CH:5][CH:4]=1.[F:27][C:28]1[CH:33]=[CH:32][C:31]([NH2:34])=[C:30]([NH2:35])[CH:29]=1. No catalyst specified. The product is [NH2:35][C:30]1[CH:29]=[C:28]([F:27])[CH:33]=[CH:32][C:31]=1[NH:34][C:24]([C:20]1[C:21]2[C:16](=[CH:15][C:14]([O:13][C:7]3[C:6]4[C:11](=[CH:12][C:3]([O:2][CH3:1])=[CH:4][CH:5]=4)[N:10]=[CH:9][CH:8]=3)=[CH:23][CH:22]=2)[CH:17]=[CH:18][CH:19]=1)=[O:25]. The yield is 0.730. (2) The reactants are O1[C:5]2([CH2:10][CH2:9][CH:8]([N:11]3[C:16](=[O:17])[C:15]([CH2:18][C:19]4[CH:24]=[CH:23][C:22]([C:25]5[C:26]([C:31]#[N:32])=[CH:27][CH:28]=[CH:29][CH:30]=5)=[CH:21][CH:20]=4)=[C:14]([CH2:33][CH2:34][CH3:35])[N:13]4[N:36]=[CH:37][CH:38]=[C:12]34)[CH2:7][CH2:6]2)[O:4]CC1.Cl.[OH-].[Na+]. The catalyst is O1CCCC1.C(OCC)(=O)C. The product is [OH:4][C@H:5]1[CH2:6][CH2:7][C@H:8]([N:11]2[C:16](=[O:17])[C:15]([CH2:18][C:19]3[CH:24]=[CH:23][C:22]([C:25]4[C:26]([C:31]#[N:32])=[CH:27][CH:28]=[CH:29][CH:30]=4)=[CH:21][CH:20]=3)=[C:14]([CH2:33][CH2:34][CH3:35])[N:13]3[N:36]=[CH:37][CH:38]=[C:12]23)[CH2:9][CH2:10]1. The yield is 0.840. (3) The reactants are [NH2:1][C:2]1[C:11]2[C:6](=[C:7](I)[C:8]([F:12])=[CH:9][CH:10]=2)[N:5]=[N:4][C:3]=1[C:14]([NH:16][CH:17]1[CH2:19][CH2:18]1)=[O:15].[CH3:20][C:21]1[CH:26]=[CH:25][N:24]=[CH:23][C:22]=1B(O)O. No catalyst specified. The product is [NH2:1][C:2]1[C:11]2[C:6](=[C:7]([C:22]3[CH:23]=[N:24][CH:25]=[CH:26][C:21]=3[CH3:20])[C:8]([F:12])=[CH:9][CH:10]=2)[N:5]=[N:4][C:3]=1[C:14]([NH:16][CH:17]1[CH2:19][CH2:18]1)=[O:15]. The yield is 0.620. (4) The reactants are [Br:1][C:2]1[CH:3]=[C:4]([CH2:10][NH2:11])[CH:5]=[C:6]([O:8][CH3:9])[CH:7]=1.[OH-].[Na+].[CH3:14][C:15]([O:18][C:19](O[C:19]([O:18][C:15]([CH3:17])([CH3:16])[CH3:14])=[O:20])=[O:20])([CH3:17])[CH3:16]. The catalyst is C(Cl)Cl.O. The product is [Br:1][C:2]1[CH:3]=[C:4]([CH2:10][NH:11][C:19](=[O:20])[O:18][C:15]([CH3:17])([CH3:16])[CH3:14])[CH:5]=[C:6]([O:8][CH3:9])[CH:7]=1. The yield is 0.740. (5) The reactants are N#N.CCN=C=NCCCN(C)C.Cl.CCN(CC)CC.[CH3:22][O:23][C:24]1[CH:25]=[C:26]([CH2:34][C:35]([OH:37])=O)[CH:27]=[C:28]([O:32][CH3:33])[C:29]=1[O:30][CH3:31].[CH2:38]([O:40][C:41]([CH2:43][N:44]1[CH2:49][CH2:48][NH:47][CH2:46][CH2:45]1)=[O:42])[CH3:39]. The catalyst is C(Cl)Cl.CN(C1C=CN=CC=1)C. The product is [CH2:38]([O:40][C:41](=[O:42])[CH2:43][N:44]1[CH2:49][CH2:48][N:47]([C:35](=[O:37])[CH2:34][C:26]2[CH:27]=[C:28]([O:32][CH3:33])[C:29]([O:30][CH3:31])=[C:24]([O:23][CH3:22])[CH:25]=2)[CH2:46][CH2:45]1)[CH3:39]. The yield is 0.400. (6) The product is [Cl:14][C:7]1[CH:6]=[CH:5][C:4]([C:1](=[O:3])[CH:2]=[CH:17][N:18]([CH3:20])[CH3:19])=[CH:9][C:8]=1[NH:10][C:11](=[O:13])[CH3:12]. No catalyst specified. The reactants are [C:1]([C:4]1[CH:5]=[CH:6][C:7]([Cl:14])=[C:8]([NH:10][C:11](=[O:13])[CH3:12])[CH:9]=1)(=[O:3])[CH3:2].CO[CH:17](OC)[N:18]([CH3:20])[CH3:19]. The yield is 0.805. (7) The yield is 0.790. The reactants are [F:1][C:2]1[CH:7]=[CH:6][C:5]([CH:8]2[C:12]3[C:13]([CH3:20])=[C:14]([NH2:19])[C:15]([CH3:18])=[C:16]([CH3:17])[C:11]=3[O:10][C:9]2([CH3:22])[CH3:21])=[CH:4][CH:3]=1.[CH3:23][O:24][C:25]1[CH:33]=[CH:32][C:28]([C:29](Cl)=[O:30])=[CH:27][CH:26]=1. The product is [F:1][C:2]1[CH:7]=[CH:6][C:5]([CH:8]2[C:12]3[C:13]([CH3:20])=[C:14]([NH:19][C:29](=[O:30])[C:28]4[CH:32]=[CH:33][C:25]([O:24][CH3:23])=[CH:26][CH:27]=4)[C:15]([CH3:18])=[C:16]([CH3:17])[C:11]=3[O:10][C:9]2([CH3:22])[CH3:21])=[CH:4][CH:3]=1. The catalyst is C(OCC)(=O)C.CCCCCC. (8) The reactants are [C@@H:1]12[CH2:7][N:6]([C:8]([O:10][C:11]([CH3:14])([CH3:13])[CH3:12])=[O:9])[C@@H:5]1[CH2:4][N:3](C(OCC1C=CC=CC=1)=O)[CH2:2]2. The catalyst is CO.[Pd]. The product is [C@@H:1]12[CH2:7][N:6]([C:8]([O:10][C:11]([CH3:14])([CH3:13])[CH3:12])=[O:9])[C@@H:5]1[CH2:4][NH:3][CH2:2]2. The yield is 0.920.